This data is from CYP3A4 inhibition data for predicting drug metabolism from PubChem BioAssay. The task is: Regression/Classification. Given a drug SMILES string, predict its absorption, distribution, metabolism, or excretion properties. Task type varies by dataset: regression for continuous measurements (e.g., permeability, clearance, half-life) or binary classification for categorical outcomes (e.g., BBB penetration, CYP inhibition). Dataset: cyp3a4_veith. The compound is COc1cc(C(=O)OCCC[NH+]2CCC[NH+](CCCOC(=O)c3cc(OC)c(OC)c(OC)c3)CC2)cc(OC)c1OC. The result is 1 (inhibitor).